From a dataset of Serine/threonine kinase 33 screen with 319,792 compounds. Binary Classification. Given a drug SMILES string, predict its activity (active/inactive) in a high-throughput screening assay against a specified biological target. The molecule is S=C(N1CCN(CC1)C(OCC)=O)Nc1cc(c(cc1)C)C. The result is 0 (inactive).